This data is from Forward reaction prediction with 1.9M reactions from USPTO patents (1976-2016). The task is: Predict the product of the given reaction. (1) Given the reactants O1CCCCC1[O:7][CH2:8][CH2:9][N:10]1[CH:14]=[C:13]([C:15]2[CH:20]=[CH:19][C:18]([N:21]3[C:25]4[N:26]=[C:27]([NH:30][C@H:31]5[CH2:35][CH2:34][C@H:33]([OH:36])[CH2:32]5)[N:28]=[CH:29][C:24]=4[N:23]=[N:22]3)=[CH:17][CH:16]=2)[CH:12]=[N:11]1.[ClH:37], predict the reaction product. The product is: [ClH:37].[OH:7][CH2:8][CH2:9][N:10]1[CH:14]=[C:13]([C:15]2[CH:20]=[CH:19][C:18]([N:21]3[C:25]4[N:26]=[C:27]([NH:30][C@H:31]5[CH2:35][CH2:34][C@H:33]([OH:36])[CH2:32]5)[N:28]=[CH:29][C:24]=4[N:23]=[N:22]3)=[CH:17][CH:16]=2)[CH:12]=[N:11]1. (2) Given the reactants [O:1]([C:8]1[CH:13]=[CH:12][C:11]([C:14]2[C:18]([C:19]([O:21][C:22]([CH3:25])([CH3:24])[CH3:23])=[O:20])=[CH:17][NH:16][N:15]=2)=[CH:10][CH:9]=1)[C:2]1[CH:7]=[CH:6][CH:5]=[CH:4][CH:3]=1.[H-].[Na+].[CH:28]1(I)[CH2:32][CH2:31][CH2:30][CH2:29]1.CCOC(C)=O, predict the reaction product. The product is: [CH:28]1([N:16]2[CH:17]=[C:18]([C:19]([O:21][C:22]([CH3:25])([CH3:24])[CH3:23])=[O:20])[C:14]([C:11]3[CH:10]=[CH:9][C:8]([O:1][C:2]4[CH:3]=[CH:4][CH:5]=[CH:6][CH:7]=4)=[CH:13][CH:12]=3)=[N:15]2)[CH2:32][CH2:31][CH2:30][CH2:29]1. (3) The product is: [CH3:1][C:2]1[CH:8]=[CH:7][C:6]([N+:9]([O-:11])=[O:10])=[CH:5][C:3]=1[NH:4][C:17](=[O:18])[O:16][C:13]([CH3:15])([CH3:14])[CH3:12]. Given the reactants [CH3:1][C:2]1[CH:8]=[CH:7][C:6]([N+:9]([O-:11])=[O:10])=[CH:5][C:3]=1[NH2:4].[CH3:12][C:13]([O:16][C:17](O[C:17]([O:16][C:13]([CH3:15])([CH3:14])[CH3:12])=[O:18])=[O:18])([CH3:15])[CH3:14], predict the reaction product.